Dataset: Catalyst prediction with 721,799 reactions and 888 catalyst types from USPTO. Task: Predict which catalyst facilitates the given reaction. (1) Reactant: [Cl:1][C:2]1[CH:11]=[C:10]([F:12])[C:9]([CH2:13][NH:14][C:15](=[O:20])[C:16]([CH3:19])([CH3:18])[CH3:17])=[CH:8][C:3]=1[C:4]([O:6]C)=[O:5].[OH-].[Na+]. Product: [Cl:1][C:2]1[CH:11]=[C:10]([F:12])[C:9]([CH2:13][NH:14][C:15](=[O:20])[C:16]([CH3:18])([CH3:17])[CH3:19])=[CH:8][C:3]=1[C:4]([OH:6])=[O:5]. The catalyst class is: 87. (2) Reactant: [N+:1]([O-:4])(O)=[O:2].[F:5][S:6]([F:17])([F:16])([F:15])([F:14])[C:7]1[CH:12]=[CH:11][C:10]([CH3:13])=[CH:9][CH:8]=1. Product: [N+:1]([C:9]1[CH:8]=[C:7]([S:6]([F:16])([F:14])([F:15])([F:17])[F:5])[CH:12]=[CH:11][C:10]=1[CH3:13])([O-:4])=[O:2]. The catalyst class is: 65. (3) Reactant: [Cl:1][C:2]1[N:10]=[CH:9][CH:8]=[CH:7][C:3]=1[C:4](Cl)=[O:5].[CH2:11]([NH:13][CH2:14][CH3:15])[CH3:12]. Product: [Cl:1][C:2]1[N:10]=[CH:9][CH:8]=[CH:7][C:3]=1[C:4]([N:13]([CH2:14][CH3:15])[CH2:11][CH3:12])=[O:5]. The catalyst class is: 2. (4) Reactant: [CH3:1][C:2]1[S:3][C:4]2[CH:9]=[CH:8][NH:7][C:6](=[O:10])[C:5]=2[N:11]=1.[I:12]N1C(=O)CCC1=O. Product: [I:12][C:9]1[C:4]2[S:3][C:2]([CH3:1])=[N:11][C:5]=2[C:6](=[O:10])[NH:7][CH:8]=1. The catalyst class is: 10. (5) Reactant: [OH:1][C@@:2]([C@H:11]1[O:16][CH2:15][CH2:14][N:13](CC2C=CC(OC)=CC=2)[C:12]1=[O:26])([CH3:10])[C:3]([O:5][C:6]([CH3:9])([CH3:8])[CH3:7])=[O:4].CC#N.O.O=[N+]([O-])[O-].[O-][N+](=O)[O-].[O-][N+](=O)[O-].[O-][N+](=O)[O-].[O-][N+](=O)[O-].[O-][N+](=O)[O-].[Ce+4].[NH4+].[NH4+]. Product: [OH:1][C@@:2]([C@H:11]1[O:16][CH2:15][CH2:14][NH:13][C:12]1=[O:26])([CH3:10])[C:3]([O:5][C:6]([CH3:7])([CH3:8])[CH3:9])=[O:4]. The catalyst class is: 2. (6) Reactant: C1C=C[NH+]=CC=1.[O-][Cr](Cl)(=O)=O.[Br:12][C:13]1[CH:14]=[C:15]([CH:19]([C:21]2[C:22]([NH:39][CH3:40])=[N:23][CH:24]=[C:25]([C:27]3([C:32]4[CH:37]=[CH:36][C:35]([Cl:38])=[CH:34][CH:33]=4)[O:31][CH2:30][CH2:29][O:28]3)[CH:26]=2)[OH:20])[CH:16]=[CH:17][CH:18]=1. Product: [Br:12][C:13]1[CH:14]=[C:15]([C:19]([C:21]2[C:22]([NH:39][CH3:40])=[N:23][CH:24]=[C:25]([C:27]3([C:32]4[CH:37]=[CH:36][C:35]([Cl:38])=[CH:34][CH:33]=4)[O:31][CH2:30][CH2:29][O:28]3)[CH:26]=2)=[O:20])[CH:16]=[CH:17][CH:18]=1. The catalyst class is: 2. (7) Reactant: Br[C:2]1[C:15]2[C@:14]3([CH2:19][O:18][C:17]([NH2:20])=[N:16]3)[C:13]3[C:8](=[CH:9][CH:10]=[C:11]([C:21]4[CH:22]=[N:23][CH:24]=[CH:25][CH:26]=4)[CH:12]=3)[O:7][C:6]=2[CH:5]=[CH:4][C:3]=1[O:27][CH2:28][C:29]([CH3:32])([CH3:31])[CH3:30].[C:33]([Zn]C#N)#[N:34].CN(C=O)C. Product: [NH2:20][C:17]1[O:18][CH2:19][C@@:14]2([N:16]=1)[C:15]1[C:2]([C:33]#[N:34])=[C:3]([O:27][CH2:28][C:29]([CH3:31])([CH3:30])[CH3:32])[CH:4]=[CH:5][C:6]=1[O:7][C:8]1[C:13]2=[CH:12][C:11]([C:21]2[CH:22]=[N:23][CH:24]=[CH:25][CH:26]=2)=[CH:10][CH:9]=1. The catalyst class is: 257. (8) Reactant: C(NC(C)C)(C)C.C([Li])CCC.[Br:13][C:14]1[CH:26]=[CH:25][C:17]([C:18]([NH:20][C:21]([CH3:24])([CH3:23])[CH3:22])=[O:19])=[CH:16][C:15]=1[F:27].[CH2:28]1[O:31][C@@H:29]1[CH3:30]. Product: [Br:13][C:14]1[CH:26]=[CH:25][C:17]([C:18]([NH:20][C:21]([CH3:23])([CH3:24])[CH3:22])=[O:19])=[C:16]([CH2:28][C@H:29]([OH:31])[CH3:30])[C:15]=1[F:27]. The catalyst class is: 1. (9) Reactant: [CH2:1]([C@@:5]1([CH2:28][CH3:29])[NH:11][C@H:10]([C:12]2[CH:17]=[CH:16][CH:15]=[CH:14][CH:13]=2)[C:9]2[CH:18]=[C:19]([O:24][CH3:25])[C:20]([CH2:22][NH2:23])=[CH:21][C:8]=2[S:7](=[O:27])(=[O:26])[CH2:6]1)[CH2:2][CH2:3][CH3:4].[CH2:30]=O.[P:32]([O-:39])([O:36][CH2:37][CH3:38])[O:33][CH2:34][CH3:35]. Product: [CH2:1]([C@@:5]1([CH2:28][CH3:29])[NH:11][C@H:10]([C:12]2[CH:13]=[CH:14][CH:15]=[CH:16][CH:17]=2)[C:9]2[CH:18]=[C:19]([O:24][CH3:25])[C:20]([CH2:22][NH:23][CH2:30][P:32](=[O:39])([O:36][CH2:37][CH3:38])[O:33][CH2:34][CH3:35])=[CH:21][C:8]=2[S:7](=[O:26])(=[O:27])[CH2:6]1)[CH2:2][CH2:3][CH3:4]. The catalyst class is: 1. (10) Reactant: [OH:1][CH:2]([CH2:7][C:8]1([CH3:11])[CH2:10][CH2:9]1)[C:3]([O:5]C)=[O:4].[OH-].[Na+].Cl. Product: [OH:1][C@H:2]([CH2:7][C:8]1([CH3:11])[CH2:10][CH2:9]1)[C:3]([OH:5])=[O:4]. The catalyst class is: 14.